Dataset: Full USPTO retrosynthesis dataset with 1.9M reactions from patents (1976-2016). Task: Predict the reactants needed to synthesize the given product. Given the product [Cl:60][C:47]1[C:46]2[C:41]([NH:40][C:38]([CH:35]3[CH2:36][CH2:37]3)=[O:39])=[N:42][CH:43]=[CH:44][C:45]=2[NH:49][CH:48]=1, predict the reactants needed to synthesize it. The reactants are: NC1C2C(Cl)=CN(C(OCC3C=CC=CC=3)=O)C=2C=CN=1.C(N(CC)CC)C.C1(C(Cl)=O)CC1.[CH:35]1([C:38]([N:40](C(C2CC2)=O)[C:41]2[C:46]3[C:47]([Cl:60])=[CH:48][N:49](C(OCC4C=CC=CC=4)=O)[C:45]=3[CH:44]=[CH:43][N:42]=2)=[O:39])[CH2:37][CH2:36]1.C1(C(NC2C3C(Cl)=CN(C(OCC4C=CC=CC=4)=O)C=3C=CN=2)=O)CC1.C(=O)([O-])[O-].[K+].[K+].